From a dataset of NCI-60 drug combinations with 297,098 pairs across 59 cell lines. Regression. Given two drug SMILES strings and cell line genomic features, predict the synergy score measuring deviation from expected non-interaction effect. (1) Cell line: SNB-75. Drug 1: C(CC(=O)O)C(=O)CN.Cl. Drug 2: C1C(C(OC1N2C=NC3=C2NC=NCC3O)CO)O. Synergy scores: CSS=6.15, Synergy_ZIP=-0.979, Synergy_Bliss=1.19, Synergy_Loewe=2.31, Synergy_HSA=1.14. (2) Drug 1: C1CC(=O)NC(=O)C1N2CC3=C(C2=O)C=CC=C3N. Drug 2: CC1=C2C(C(=O)C3(C(CC4C(C3C(C(C2(C)C)(CC1OC(=O)C(C(C5=CC=CC=C5)NC(=O)C6=CC=CC=C6)O)O)OC(=O)C7=CC=CC=C7)(CO4)OC(=O)C)O)C)OC(=O)C. Cell line: OVCAR-8. Synergy scores: CSS=47.3, Synergy_ZIP=-0.681, Synergy_Bliss=0.771, Synergy_Loewe=-50.2, Synergy_HSA=0.954. (3) Drug 1: C1=NC2=C(N1)C(=S)N=C(N2)N. Drug 2: CS(=O)(=O)CCNCC1=CC=C(O1)C2=CC3=C(C=C2)N=CN=C3NC4=CC(=C(C=C4)OCC5=CC(=CC=C5)F)Cl. Cell line: M14. Synergy scores: CSS=40.8, Synergy_ZIP=2.45, Synergy_Bliss=3.89, Synergy_Loewe=-3.67, Synergy_HSA=1.23. (4) Drug 1: CS(=O)(=O)CCNCC1=CC=C(O1)C2=CC3=C(C=C2)N=CN=C3NC4=CC(=C(C=C4)OCC5=CC(=CC=C5)F)Cl. Drug 2: C(CC(=O)O)C(=O)CN.Cl. Cell line: NCI-H522. Synergy scores: CSS=32.1, Synergy_ZIP=-10.4, Synergy_Bliss=-4.38, Synergy_Loewe=-21.0, Synergy_HSA=-1.03. (5) Drug 1: C1=NC2=C(N=C(N=C2N1C3C(C(C(O3)CO)O)O)F)N. Drug 2: CN(CCCl)CCCl.Cl. Cell line: TK-10. Synergy scores: CSS=30.0, Synergy_ZIP=-7.23, Synergy_Bliss=0.459, Synergy_Loewe=1.88, Synergy_HSA=3.65. (6) Drug 1: CC1=C(C=C(C=C1)NC(=O)C2=CC=C(C=C2)CN3CCN(CC3)C)NC4=NC=CC(=N4)C5=CN=CC=C5. Drug 2: CC(C)NC(=O)C1=CC=C(C=C1)CNNC.Cl. Cell line: RXF 393. Synergy scores: CSS=-0.890, Synergy_ZIP=1.44, Synergy_Bliss=1.52, Synergy_Loewe=-0.287, Synergy_HSA=-0.670.